This data is from Forward reaction prediction with 1.9M reactions from USPTO patents (1976-2016). The task is: Predict the product of the given reaction. (1) The product is: [CH2:1]([O:3][C:4]([N:6]1[CH2:11][CH2:10][N:9]([C:12](=[O:51])[C@@H:13]([NH:19][C:20]([C:22]2[CH:26]=[C:25]([O:27][CH2:28][C:29]([N:31]3[CH2:35][CH2:34][CH2:33][C@H:32]3[C:36](=[O:42])[NH:37][CH:38]3[CH2:39][CH2:40][CH2:41]3)=[O:30])[N:24]([C:43]3[CH:48]=[CH:47][C:46]([F:49])=[C:45]([F:50])[CH:44]=3)[N:23]=2)=[O:21])[CH2:14][CH2:15][C:16]([O:18][CH2:52][CH3:53])=[O:17])[CH2:8][CH2:7]1)=[O:5])[CH3:2]. Given the reactants [CH2:1]([O:3][C:4]([N:6]1[CH2:11][CH2:10][N:9]([C:12](=[O:51])[C@@H:13]([NH:19][C:20]([C:22]2[CH:26]=[C:25]([O:27][CH2:28][C:29]([N:31]3[CH2:35][CH2:34][CH2:33][C@H:32]3[C:36](=[O:42])[NH:37][CH:38]3[CH2:41][CH2:40][CH2:39]3)=[O:30])[N:24]([C:43]3[CH:48]=[CH:47][C:46]([F:49])=[C:45]([F:50])[CH:44]=3)[N:23]=2)=[O:21])[CH2:14][CH2:15][C:16]([OH:18])=[O:17])[CH2:8][CH2:7]1)=[O:5])[CH3:2].[CH2:52](Cl)[CH2:53]Cl.C(O)C, predict the reaction product. (2) Given the reactants [P:1]([O:13]C[C@H]1O[C@@H](N2C3N=C(N)NC(=O)C=3N=C2)C[C@@H]1O)([O:4][P:5]([O:8][P:9]([OH:12])([OH:11])=[O:10])([OH:7])=[O:6])(=[O:3])[OH:2].C.NCC(O)=O.[Mg+2].[Cl-].[Cl-], predict the reaction product. The product is: [O-:12][P:9]([O:8][P:5]([O:4][P:1]([O-:13])([O-:3])=[O:2])([O-:7])=[O:6])([O-:11])=[O:10].[P:1]([O-:13])([O-:4])([O-:3])=[O:2]. (3) Given the reactants [I:1][C:2]1[CH:3]=[C:4]([CH:6]=[CH:7][CH:8]=1)[NH2:5].CCN(CC)CC.[C:16]1([S:22](Cl)(=[O:24])=[O:23])[CH:21]=[CH:20][CH:19]=[CH:18][CH:17]=1.C([O-])(O)=O.[Na+], predict the reaction product. The product is: [C:16]1([S:22]([NH:5][C:4]2[CH:3]=[C:2]([I:1])[CH:8]=[CH:7][CH:6]=2)(=[O:24])=[O:23])[CH:21]=[CH:20][CH:19]=[CH:18][CH:17]=1. (4) Given the reactants [CH3:1][O:2][C:3]1[CH:10]=[C:9]([O:11][C:12]([F:15])([F:14])[F:13])[CH:8]=[CH:7][C:4]=1C=O.ClC1C=C(C=CC=1)C(OO)=[O:21].C(N(CC)CC)C, predict the reaction product. The product is: [CH3:1][O:2][C:3]1[CH:10]=[C:9]([O:11][C:12]([F:15])([F:14])[F:13])[CH:8]=[CH:7][C:4]=1[OH:21].